Predict which catalyst facilitates the given reaction. From a dataset of Catalyst prediction with 721,799 reactions and 888 catalyst types from USPTO. (1) Reactant: [O:1]([CH2:8][C:9]([OH:11])=O)[C:2]1[CH:7]=[CH:6][CH:5]=[CH:4][CH:3]=1.[NH2:12][CH2:13][CH:14]([OH:26])[CH2:15][N:16]1[CH2:25][CH2:24][C:23]2[C:18](=[CH:19][CH:20]=[CH:21][CH:22]=2)[CH2:17]1.CN(C(ON1N=NC2C=CC=NC1=2)=[N+](C)C)C.F[P-](F)(F)(F)(F)F. Product: [CH2:17]1[C:18]2[C:23](=[CH:22][CH:21]=[CH:20][CH:19]=2)[CH2:24][CH2:25][N:16]1[CH2:15][CH:14]([OH:26])[CH2:13][NH:12][C:9](=[O:11])[CH2:8][O:1][C:2]1[CH:3]=[CH:4][CH:5]=[CH:6][CH:7]=1. The catalyst class is: 2. (2) Reactant: [C:1]1([C:7]2([C:19]#[N:20])[CH2:12][CH2:11][N:10]([C:13](=[O:18])[C:14]([F:17])([F:16])[F:15])[CH2:9][CH2:8]2)[CH:6]=[CH:5][CH:4]=[CH:3][CH:2]=1.FC(F)(F)C(OC(=O)C(F)(F)F)=O.[N+:34]([O-])([O-:36])=[O:35].[K+].O. Product: [N+:34]([C:4]1[CH:3]=[CH:2][C:1]([C:7]2([C:19]#[N:20])[CH2:8][CH2:9][N:10]([C:13](=[O:18])[C:14]([F:16])([F:17])[F:15])[CH2:11][CH2:12]2)=[CH:6][CH:5]=1)([O-:36])=[O:35]. The catalyst class is: 10. (3) Reactant: [Cl:1][C:2]1[N:7]=[C:6]([NH2:8])[C:5]([CH3:9])=[CH:4][N:3]=1.Br[C:11]1[C:20]2[C:15](=[CH:16][CH:17]=[CH:18][CH:19]=2)[CH:14]=[CH:13][CH:12]=1.C([O-])([O-])=O.[Cs+].[Cs+].C1(P(C2C=CC=CC=2)C2C3OC4C(=CC=CC=4P(C4C=CC=CC=4)C4C=CC=CC=4)C(C)(C)C=3C=CC=2)C=CC=CC=1. Product: [Cl:1][C:2]1[N:7]=[C:6]([NH:8][C:19]2[C:20]3[C:15](=[CH:14][CH:13]=[CH:12][CH:11]=3)[CH:16]=[CH:17][CH:18]=2)[C:5]([CH3:9])=[CH:4][N:3]=1. The catalyst class is: 62. (4) Product: [CH3:35][C:36]1([CH3:50])[O:40][C@H:39]([CH2:41][O:42][C:43]2[CH:48]=[CH:47][N:46]=[C:45]([NH:49][C:24]([N:14]3[C@@H:15]4[CH2:19][N:18]([CH2:17][CH2:16]4)[C:12]4[CH:11]=[CH:10][C:9]([C:5]5[CH:6]=[CH:7][CH:8]=[C:3]([C:2]([F:21])([F:1])[F:22])[CH:4]=5)=[N:20][C:13]3=4)=[O:26])[CH:44]=2)[CH2:38][O:37]1. Reactant: [F:1][C:2]([F:22])([F:21])[C:3]1[CH:4]=[C:5]([C:9]2[CH:10]=[CH:11][C:12]3[N:18]4[CH2:19][C@@H:15]([CH2:16][CH2:17]4)[NH:14][C:13]=3[N:20]=2)[CH:6]=[CH:7][CH:8]=1.Cl[C:24](Cl)([O:26]C(=O)OC(Cl)(Cl)Cl)Cl.[CH3:35][C:36]1([CH3:50])[O:40][C@H:39]([CH2:41][O:42][C:43]2[CH:48]=[CH:47][N:46]=[C:45]([NH2:49])[CH:44]=2)[CH2:38][O:37]1.O. The catalyst class is: 7. (5) Reactant: [CH3:1][S:2][C:3]1[S:4][C:5]2[CH:11]=[CH:10][C:9]([OH:12])=[CH:8][C:6]=2[N:7]=1.Cl[C:14]1[CH:19]=[CH:18][N:17]=[C:16]([C:20]([NH:22][CH3:23])=[O:21])[CH:15]=1.C(=O)([O-])[O-].[Cs+].[Cs+]. Product: [CH3:23][NH:22][C:20](=[O:21])[C:16]1[CH:15]=[C:14]([O:12][C:9]2[CH:10]=[CH:11][C:5]3[S:4][C:3]([S:2][CH3:1])=[N:7][C:6]=3[CH:8]=2)[CH:19]=[CH:18][N:17]=1. The catalyst class is: 179. (6) Reactant: [CH3:1][O:2][C:3](=[O:30])[CH:4]=[CH:5][C:6]1[CH:11]=[CH:10][C:9]([O:12][C:13](=[O:27])[C:14]2[CH:19]=[CH:18][C:17]([O:20]C3CCCCO3)=[CH:16][CH:15]=2)=[C:8]([O:28][CH3:29])[CH:7]=1.Cl.C(=O)([O-])O.[Na+]. Product: [CH3:1][O:2][C:3](=[O:30])[CH:4]=[CH:5][C:6]1[CH:11]=[CH:10][C:9]([O:12][C:13](=[O:27])[C:14]2[CH:19]=[CH:18][C:17]([OH:20])=[CH:16][CH:15]=2)=[C:8]([O:28][CH3:29])[CH:7]=1. The catalyst class is: 98.